From a dataset of Peptide-MHC class II binding affinity with 134,281 pairs from IEDB. Regression. Given a peptide amino acid sequence and an MHC pseudo amino acid sequence, predict their binding affinity value. This is MHC class II binding data. (1) The peptide sequence is NTAVAKCNLNHDSEF. The MHC is DRB1_0101 with pseudo-sequence DRB1_0101. The binding affinity (normalized) is 0.353. (2) The peptide sequence is GVINIMYMHDSDDVLF. The MHC is DRB5_0101 with pseudo-sequence DRB5_0101. The binding affinity (normalized) is 0.132. (3) The peptide sequence is TITVYAVTYYKEADY. The MHC is DRB1_0401 with pseudo-sequence DRB1_0401. The binding affinity (normalized) is 0.368. (4) The peptide sequence is KQQGIRYANPIAFFR. The MHC is DRB3_0202 with pseudo-sequence DRB3_0202. The binding affinity (normalized) is 0.563. (5) The peptide sequence is YDKDLANVSTVLTGK. The MHC is DRB1_1101 with pseudo-sequence DRB1_1101. The binding affinity (normalized) is 0.418. (6) The peptide sequence is AMSKVRKDISEWQPS. The MHC is DRB1_0301 with pseudo-sequence DRB1_0301. The binding affinity (normalized) is 0.483. (7) The peptide sequence is AKDVIPEGWKADTAY. The MHC is HLA-DPA10103-DPB10301 with pseudo-sequence HLA-DPA10103-DPB10301. The binding affinity (normalized) is 0. (8) The peptide sequence is TLWQRPIVTIKIGGQLKEAL. The MHC is DRB3_0101 with pseudo-sequence DRB3_0101. The binding affinity (normalized) is 0.326.